This data is from Reaction yield outcomes from USPTO patents with 853,638 reactions. The task is: Predict the reaction yield, written as a fraction of the theoretical maximum amount of product (1.0 means a 100% yield; for example, 0.34 means a 34% yield). (1) The reactants are C([O:4][C:5]1[C:12]([O:13][CH3:14])=[CH:11][C:8]([CH:9]=[O:10])=[C:7](Br)[CH:6]=1)(=O)C.[B:16]1([B:16]2[O:20][C:19]([CH3:22])([CH3:21])[C:18]([CH3:24])([CH3:23])[O:17]2)[O:20][C:19]([CH3:22])([CH3:21])[C:18]([CH3:24])([CH3:23])[O:17]1.CC([O-])=O.[K+].CCOC(C)=O. The catalyst is CS(C)=O.C1C=CC(P(C2C=CC=CC=2)[C-]2C=CC=C2)=CC=1.C1C=CC(P(C2C=CC=CC=2)[C-]2C=CC=C2)=CC=1.Cl[Pd]Cl.[Fe+2].O. The product is [OH:4][C:5]1[C:12]([O:13][CH3:14])=[CH:11][C:8]([CH:9]=[O:10])=[C:7]([B:16]2[O:20][C:19]([CH3:22])([CH3:21])[C:18]([CH3:24])([CH3:23])[O:17]2)[CH:6]=1. The yield is 0.550. (2) The reactants are [Cl:1][C:2]1[C:11]2[CH2:10][N:9]([C@H:12]([CH:16]([CH3:18])[CH3:17])[C:13](O)=[O:14])[C:8](=[O:19])[C:7]3=[CH:20][NH:21][C:5]([C:6]=23)=[N:4][CH:3]=1.[NH2:22][C@H:23]([CH2:27][CH3:28])[CH2:24][C:25]#[N:26].CN(C(ON1N=NC2C=CC=NC1=2)=[N+](C)C)C.F[P-](F)(F)(F)(F)F. The catalyst is C1COCC1. The product is [Cl:1][C:2]1[C:11]2[CH2:10][N:9]([C@H:12]([CH:16]([CH3:17])[CH3:18])[C:13]([NH:22][C@H:23]([CH2:27][CH3:28])[CH2:24][C:25]#[N:26])=[O:14])[C:8](=[O:19])[C:7]3=[CH:20][NH:21][C:5]([C:6]=23)=[N:4][CH:3]=1. The yield is 0.230. (3) The reactants are [N:1]1[CH:6]=[CH:5][CH:4]=[CH:3][C:2]=1[N:7]1[C:15]2[CH:14]=[CH:13][N:12]=[CH:11][C:10]=2[N:9]=[CH:8]1.[CH2:16](Br)[C:17]1[CH:22]=[CH:21][CH:20]=[CH:19][CH:18]=1.[BH4-].[Na+]. The catalyst is C(Cl)Cl. The product is [CH2:16]([N:12]1[CH2:13][CH2:14][C:15]2[N:7]([C:2]3[CH:3]=[CH:4][CH:5]=[CH:6][N:1]=3)[CH:8]=[N:9][C:10]=2[CH2:11]1)[C:17]1[CH:22]=[CH:21][CH:20]=[CH:19][CH:18]=1. The yield is 0.680. (4) The reactants are C(O[C:4](=[O:29])[CH2:5][O:6][C:7]1[CH:8]=[C:9]2[C:13](=[CH:14][CH:15]=1)[N:12]([CH:16]1[CH2:21][CH2:20][N:19]([C:22]([O:24][C:25]([CH3:28])([CH3:27])[CH3:26])=[O:23])[CH2:18][CH2:17]1)[N:11]=[CH:10]2)C.[NH2:30][CH2:31][CH:32]([OH:44])[CH2:33][N:34]1[CH2:43][CH2:42][C:41]2[C:36](=[CH:37][CH:38]=[CH:39][CH:40]=2)[CH2:35]1. The yield is 0.500. The catalyst is CCO. The product is [CH2:35]1[C:36]2[C:41](=[CH:40][CH:39]=[CH:38][CH:37]=2)[CH2:42][CH2:43][N:34]1[CH2:33][CH:32]([OH:44])[CH2:31][NH:30][C:4](=[O:29])[CH2:5][O:6][C:7]1[CH:8]=[C:9]2[C:13](=[CH:14][CH:15]=1)[N:12]([CH:16]1[CH2:17][CH2:18][N:19]([C:22]([O:24][C:25]([CH3:28])([CH3:27])[CH3:26])=[O:23])[CH2:20][CH2:21]1)[N:11]=[CH:10]2.